Dataset: Forward reaction prediction with 1.9M reactions from USPTO patents (1976-2016). Task: Predict the product of the given reaction. Given the reactants [C:1]([S@@:5]([NH2:7])=[O:6])([CH3:4])([CH3:3])[CH3:2].[CH3:8][C:9]1[CH:14]=[CH:13][N:12]=[C:11]([CH2:15][CH2:16][C:17]2[CH:18]=[C:19]([CH:22]=[CH:23][CH:24]=2)[CH:20]=O)[CH:10]=1, predict the reaction product. The product is: [CH3:2][C:1]([S@@:5](/[N:7]=[CH:20]/[C:19]1[CH:22]=[CH:23][CH:24]=[C:17]([CH2:16][CH2:15][C:11]2[CH:10]=[C:9]([CH3:8])[CH:14]=[CH:13][N:12]=2)[CH:18]=1)=[O:6])([CH3:4])[CH3:3].